From a dataset of Experimentally validated miRNA-target interactions with 360,000+ pairs, plus equal number of negative samples. Binary Classification. Given a miRNA mature sequence and a target amino acid sequence, predict their likelihood of interaction. (1) The miRNA is cel-miR-51-5p with sequence UACCCGUAGCUCCUAUCCAUGUU. The protein sequence of the target gene is MSCVHYKFSSKLNYDTVTFDGLHISLCDLKKQIMGREKLKAADSDLQITNAQTKEEYTDDNALIPKNSSVIVRRIPIGGVKSTSKTYVISRTEPVMGTTKAIDDASASISLAQLTKTANLAEANASEEDKIKAMMSQSGHEYDPINYMKKTLVGPPPPSYTCFRCGKPGHYIKNCPTNGDKNFESGPRIKKSTGIPRSFMMEVKDPNMKGAMLTNTGKYAIPTIDAEAYAIGKKEKPPFLPEEPSSSSEEDDPIPDELLCLICKDIMTDAVVIPCCGNSYCDECIRTALLESDEHTCPTC.... Result: 0 (no interaction). (2) The miRNA is mmu-miR-324-3p with sequence CCACUGCCCCAGGUGCUGCU. The protein sequence of the target gene is MASGVTVNDEVIKVFNDMKVRKSSTQEEIKKRKKAVLFCLSDDKRQIIVEEAKQILVGDIGDTVEDPYTSFVKLLPLNDCRYALYDATYETKESKKEDLVFIFWAPESAPLKSKMIYASSKDAIKKKFTGIKHEWQVNGLDDIKDRSTLGEKLGGSVVVSLEGKPL. Result: 1 (interaction). (3) The miRNA is hsa-let-7g-3p with sequence CUGUACAGGCCACUGCCUUGC. The protein sequence of the target gene is MASSLTCTGVIWALLSFLCAATSCVGFFMPYWLWGSQLGKPVSFGTFRRCSYPVHDESRQMMVMVEECGRYASFQGIPSAEWRICTIVTGLGCGLLLLVALTALMGCCVSDLISRTVGRVAGGIQFLGGLLIGAGCALYPLGWDSEEVRQTCGYTSGQFDLGKCEIGWAYYCTGAGATAAMLLCTWLACFSGKKQKHYPY. Result: 1 (interaction). (4) The miRNA is hsa-miR-1-3p with sequence UGGAAUGUAAAGAAGUAUGUAU. The protein sequence of the target gene is MAPDPVAAETAAQGPTPRYFTWDEVAQRSGCEERWLVIDRKVYNISEFTRRHPGGSRVISHYAGQDATDPFVAFHINKGLVKKYMNSLLIGELSPEQPSFEPTKNKELTDEFRELRATVERMGLMKANHVFFLLYLLHILLLDGAAWLTLWVFGTSFLPFLLCAVLLSAVQAQAGWLQHDFGHLSVFSTSKWNHLLHHFVIGHLKGAPASWWNHMHFQHHAKPNCFRKDPDINMHPFFFALGKILSVELGKQKKKYMPYNHQHKYFFLIGPPALLPLYFQWYIFYFVIQRKKWVDLAWMI.... Result: 1 (interaction). (5) The miRNA is hsa-miR-302a-5p with sequence ACUUAAACGUGGAUGUACUUGCU. The protein sequence of the target gene is MNEYPKKRKRKTLHPSRYSDSSGISRIADGFNGIFSDHCYSVCSMRQPDLKYFDNKDDDSDTETSNDLPKFADGIKARNRNQNYLVPSPVLRILDHTAFSTEKSADIVICDEECDSPESVNQQTQEESPIEVHTAEDVPIAVEVHAISEDYDIETENNSSESLQDQTDEEPPAKLCKILDKSQALNVTAQQKWPLLRANSSGLYKCELCEFNSKYFSDLKQHMILKHKRTDSNVCRVCKESFSTNMLLIEHAKLHEEDPYICKYCDYKTVIFENLSQHIADTHFSDHLYWCEQCDVQFSS.... Result: 1 (interaction). (6) The miRNA is mmu-miR-466i-3p with sequence AUACACACACACAUACACACUA. The protein sequence of the target gene is MESGAYGAAKAGGSFDLRRFLTQPQVVARAVCLVFALIVFSCIYGEGYSNAHESKQMYCVFNRNEDACRYGSAIGVLAFLASAFFLVVDAYFPQISNATDRKYLVIGDLLFSALWTFLWFVGFCFLTNQWAVTNPKDVLVGADSVRAAITFSFFSIFSWGVLASLAYQRYKAGVDDFIQNYVDPTPDPNTAYASYPGASVDNYQQPPFTQNAETTEGYQPPPVY. Result: 0 (no interaction).